From a dataset of Full USPTO retrosynthesis dataset with 1.9M reactions from patents (1976-2016). Predict the reactants needed to synthesize the given product. (1) Given the product [CH3:1][O:2][S:3]([C:6]1[CH:11]=[CH:10][CH:9]=[CH:8][C:7]=1[NH2:12])(=[O:4])=[O:5], predict the reactants needed to synthesize it. The reactants are: [CH3:1][O:2][S:3]([C:6]1[CH:11]=[CH:10][CH:9]=[CH:8][C:7]=1[N+:12]([O-])=O)(=[O:5])=[O:4].C(O)(=O)C.Cl.[OH-].[Na+]. (2) Given the product [F:32][C:29]1[CH:28]=[CH:27][C:26]([N:22]2[C:23]3[C:19](=[CH:18][C:17]([C:15]([N:13]4[CH2:14][CH:11]([N:8]5[CH2:7][CH2:6][NH:5][CH2:10][CH2:9]5)[CH2:12]4)=[O:16])=[CH:25][CH:24]=3)[CH:20]=[CH:21]2)=[CH:31][CH:30]=1, predict the reactants needed to synthesize it. The reactants are: FC(F)(F)C([N:5]1[CH2:10][CH2:9][N:8]([CH:11]2[CH2:14][N:13]([C:15]([C:17]3[CH:18]=[C:19]4[C:23](=[CH:24][CH:25]=3)[N:22]([C:26]3[CH:31]=[CH:30][C:29]([F:32])=[CH:28][CH:27]=3)[CH:21]=[CH:20]4)=[O:16])[CH2:12]2)[CH2:7][CH2:6]1)=O.